Predict the reactants needed to synthesize the given product. From a dataset of Full USPTO retrosynthesis dataset with 1.9M reactions from patents (1976-2016). (1) Given the product [CH2:1]([S:3]([N:6]([CH:7]1[C:13]2[CH:14]=[CH:15][CH:16]=[CH:17][C:12]=2[O:11][CH2:10][CH2:9][CH2:8]1)[CH3:20])(=[O:5])=[O:4])[CH3:2], predict the reactants needed to synthesize it. The reactants are: [CH2:1]([S:3]([NH:6][CH:7]1[C:13]2[CH:14]=[CH:15][CH:16]=[CH:17][C:12]=2[O:11][CH2:10][CH2:9][CH2:8]1)(=[O:5])=[O:4])[CH3:2].[H-].[Na+].[CH3:20]I. (2) Given the product [F:15][C:11]1([F:14])[CH2:10][CH2:9][C:8]([CH2:16][NH2:17])([C:5]2[CH:6]=[N:7][C:2]([Cl:1])=[CH:3][CH:4]=2)[CH2:13][CH2:12]1, predict the reactants needed to synthesize it. The reactants are: [Cl:1][C:2]1[N:7]=[CH:6][C:5]([C:8]2([C:16]#[N:17])[CH2:13][CH2:12][C:11]([F:15])([F:14])[CH2:10][CH2:9]2)=[CH:4][CH:3]=1.Cl.